From a dataset of Full USPTO retrosynthesis dataset with 1.9M reactions from patents (1976-2016). Predict the reactants needed to synthesize the given product. (1) Given the product [Br:5][C:6]1[N:11]2[N:12]=[C:13]([CH2:15][CH3:16])[C:14]([N+:1]([O-:4])=[O:2])=[C:10]2[CH:9]=[CH:8][CH:7]=1, predict the reactants needed to synthesize it. The reactants are: [N+:1]([O-:4])(O)=[O:2].[Br:5][C:6]1[N:11]2[N:12]=[C:13]([CH2:15][CH3:16])[CH:14]=[C:10]2[CH:9]=[CH:8][CH:7]=1. (2) Given the product [F:21][C:22]1[CH:27]=[C:26]([F:28])[CH:25]=[CH:24][C:23]=1[C:2]1[C:11]2[C:6](=[C:7]([O:12][CH3:13])[CH:8]=[CH:9][CH:10]=2)[CH:5]=[C:4]([NH:14][C:15]2[CH:19]=[C:18]([CH3:20])[NH:17][N:16]=2)[N:3]=1, predict the reactants needed to synthesize it. The reactants are: Cl[C:2]1[C:11]2[C:6](=[C:7]([O:12][CH3:13])[CH:8]=[CH:9][CH:10]=2)[CH:5]=[C:4]([NH:14][C:15]2[CH:19]=[C:18]([CH3:20])[NH:17][N:16]=2)[N:3]=1.[F:21][C:22]1[CH:27]=[C:26]([F:28])[CH:25]=[CH:24][C:23]=1B(O)O. (3) Given the product [CH3:28][N:27]([CH2:29][C:30]1[CH:31]=[CH:32][C:33]([NH:34]/[C:16](=[C:6]2\[C:5](=[O:25])[NH:4][C:12]3[C:7]\2=[CH:8][C:9]([N+:13]([O-:15])=[O:14])=[CH:10][CH:11]=3)/[C:17]2[CH:18]=[CH:19][C:20]([Cl:23])=[CH:21][CH:22]=2)=[CH:35][CH:36]=1)[CH3:26], predict the reactants needed to synthesize it. The reactants are: C([N:4]1[C:12]2[C:7](=[CH:8][C:9]([N+:13]([O-:15])=[O:14])=[CH:10][CH:11]=2)[C:6](=[C:16](Cl)[C:17]2[CH:22]=[CH:21][C:20]([Cl:23])=[CH:19][CH:18]=2)[C:5]1=[O:25])(=O)C.[CH3:26][N:27]([CH2:29][C:30]1[CH:36]=[CH:35][C:33]([NH2:34])=[CH:32][CH:31]=1)[CH3:28].[OH-].[Na+]. (4) Given the product [CH3:1][O:2][C:3]([C:4]1[CH2:5][CH:6]([C:7]2[CH:12]=[CH:11][C:10]([Br:13])=[C:9]([F:14])[CH:8]=2)[N:25]([C:20]2[CH:21]=[CH:22][CH:23]=[CH:24][C:19]=2[Cl:18])[N:26]=1)=[O:16], predict the reactants needed to synthesize it. The reactants are: [CH3:1][O:2][C:3](=[O:16])[C:4](=O)[CH:5]=[CH:6][C:7]1[CH:12]=[CH:11][C:10]([Br:13])=[C:9]([F:14])[CH:8]=1.Cl.[Cl:18][C:19]1[CH:24]=[CH:23][CH:22]=[CH:21][C:20]=1[NH:25][NH2:26]. (5) Given the product [C:16]([NH:1][C:2]1[S:3][C:4]([S:7][C:8]#[N:9])=[CH:5][N:6]=1)(=[O:18])[CH3:17], predict the reactants needed to synthesize it. The reactants are: [NH2:1][C:2]1[S:3][C:4]([S:7][C:8]#[N:9])=[CH:5][N:6]=1.N1C=CC=CC=1.[C:16](OC(=O)C)(=[O:18])[CH3:17]. (6) Given the product [C:16]([CH2:17][C:5]([CH:3]1[CH2:2][N:1]([C:9]([O:11][C:12]([CH3:15])([CH3:14])[CH3:13])=[O:10])[CH2:4]1)=[O:7])#[N:18], predict the reactants needed to synthesize it. The reactants are: [N:1]1([C:9]([O:11][C:12]([CH3:15])([CH3:14])[CH3:13])=[O:10])[CH2:4][CH:3]([C:5]([O:7]C)=O)[CH2:2]1.[C:16](#[N:18])[CH3:17].CC(C)([O-])C.[K+].[Cl-].[NH4+]. (7) Given the product [CH:34]1([N:11]([CH2:12][CH:13]2[CH2:14][CH2:15][N:16]([C:19]3[C:20]4[C:27]([C:28]5[CH:33]=[CH:32][CH:31]=[CH:30][CH:29]=5)=[CH:26][S:25][C:21]=4[N:22]=[CH:23][N:24]=3)[CH2:17][CH2:18]2)[CH2:10][C:9]([NH:6][CH3:5])=[O:8])[CH2:35][CH2:36][CH2:37]1, predict the reactants needed to synthesize it. The reactants are: C[Al](C)C.[CH3:5][NH2:6].C[O:8][C:9](=O)[CH2:10][N:11]([CH:34]1[CH2:37][CH2:36][CH2:35]1)[CH2:12][CH:13]1[CH2:18][CH2:17][N:16]([C:19]2[C:20]3[C:27]([C:28]4[CH:33]=[CH:32][CH:31]=[CH:30][CH:29]=4)=[CH:26][S:25][C:21]=3[N:22]=[CH:23][N:24]=2)[CH2:15][CH2:14]1. (8) The reactants are: [C:1]1([NH:7][C:8]([C:10]2[C:15]([N:16]([S:20]([C:23]3[CH:28]=[CH:27][C:26]([Cl:29])=[C:25]([C:30]([F:33])([F:32])[F:31])[CH:24]=3)(=O)=[O:21])COC)=[CH:14][C:13]([Cl:34])=[CH:12][N:11]=2)=[O:9])[CH:6]=[CH:5][CH:4]=[CH:3][CH:2]=1.Cl. Given the product [C:1]1([NH:7][C:8]([C:10]2[C:15]([NH:16][S:20]([C:23]3[CH:28]=[CH:27][C:26]([Cl:29])=[C:25]([C:30]([F:33])([F:32])[F:31])[CH:24]=3)=[O:21])=[CH:14][C:13]([Cl:34])=[CH:12][N:11]=2)=[O:9])[CH:2]=[CH:3][CH:4]=[CH:5][CH:6]=1, predict the reactants needed to synthesize it.